This data is from Catalyst prediction with 721,799 reactions and 888 catalyst types from USPTO. The task is: Predict which catalyst facilitates the given reaction. (1) Reactant: [CH3:1][C:2]1[N:3]=[C:4]2[CH:12]=[CH:11][CH:10]=[C:9]3[N:5]2[C:6]=1[C:7](=[O:28])[N:8]3[CH2:13][CH2:14][CH2:15][CH2:16][N:17]1C(=O)C2=CC=CC=C2C1=O.O.NN.O. Product: [NH2:17][CH2:16][CH2:15][CH2:14][CH2:13][N:8]1[C:9]2[N:5]3[C:4](=[N:3][C:2]([CH3:1])=[C:6]3[C:7]1=[O:28])[CH:12]=[CH:11][CH:10]=2. The catalyst class is: 8. (2) Reactant: CS([O:5][CH2:6][C:7]1[CH:12]=[CH:11][C:10]([C:13]2[CH:18]=[CH:17][N:16]([C:19]([O:21][C:22]([CH3:25])([CH3:24])[CH3:23])=[O:20])[CH2:15][CH:14]=2)=[CH:9][N:8]=1)(=O)=O.[Br:26][C:27]1[CH:34]=[C:31]([CH:32]=[O:33])[C:30](O)=[CH:29][CH:28]=1.C(=O)([O-])[O-].[K+].[K+].[I-].[K+]. Product: [Br:26][C:27]1[CH:28]=[CH:29][C:30]([O:5][CH2:6][C:7]2[CH:12]=[CH:11][C:10]([CH:13]3[CH2:18][CH2:17][N:16]([C:19]([O:21][C:22]([CH3:25])([CH3:24])[CH3:23])=[O:20])[CH2:15][CH2:14]3)=[CH:9][N:8]=2)=[C:31]([CH:32]=[O:33])[CH:34]=1. The catalyst class is: 47. (3) Product: [NH2:7][C@H:8]1[CH2:16][O:15][CH2:14][C@H:13]([CH2:17][C:18]2[CH:23]=[CH:22][C:21]([CH3:24])=[CH:20][CH:19]=2)[C@@H:12]([O:25][CH2:26][CH:27]([CH3:28])[CH3:29])[C@H:11]([CH3:30])[O:10][C:9]1=[O:31]. The catalyst class is: 2. Reactant: C(OC(=O)[NH:7][C@H:8]1[CH2:16][O:15][CH2:14][C@H:13]([CH2:17][C:18]2[CH:23]=[CH:22][C:21]([CH3:24])=[CH:20][CH:19]=2)[C@@H:12]([O:25][CH2:26][CH:27]([CH3:29])[CH3:28])[C@H:11]([CH3:30])[O:10][C:9]1=[O:31])(C)(C)C.Cl.O1CCOCC1. (4) Reactant: [N:1]1([C:7]2[N:15]=[C:14]([C:16]3[CH:17]=[C:18]([CH2:22][OH:23])[CH:19]=[CH:20][CH:21]=3)[N:13]=[C:12]3[C:8]=2[N:9]=[CH:10][N:11]3[CH:24]2[CH2:29][CH2:28][NH:27][CH2:26][CH2:25]2)[CH2:6][CH2:5][O:4][CH2:3][CH2:2]1.[BH3-]C#N.[Na+].[F:34][C:35]1[CH:42]=[C:41]([F:43])[CH:40]=[CH:39][C:36]=1[CH:37]=O. Product: [F:34][C:35]1[CH:42]=[C:41]([F:43])[CH:40]=[CH:39][C:36]=1[CH2:37][N:27]1[CH2:28][CH2:29][CH:24]([N:11]2[CH:10]=[N:9][C:8]3[C:12]2=[N:13][C:14]([C:16]2[CH:17]=[C:18]([CH2:22][OH:23])[CH:19]=[CH:20][CH:21]=2)=[N:15][C:7]=3[N:1]2[CH2:6][CH2:5][O:4][CH2:3][CH2:2]2)[CH2:25][CH2:26]1. The catalyst class is: 466. (5) Reactant: [OH:1][C@H:2]1[CH2:11][CH2:10][CH2:9][C:8]2[C@:3]1([CH3:14])[CH2:4][CH2:5][C:6](=[O:13])[C:7]=2[CH3:12].C(NC(C)C)(C)C.C([Li])CCC.[CH:27](=O)[C:28]1[CH:33]=[CH:32][CH:31]=[CH:30][CH:29]=1. Product: [CH:27](=[C:5]1/[C:6](=[O:13])[C:7]([CH3:12])=[C:8]2[C@:3]([CH3:14])([CH2:4]/1)[C@@H:2]([OH:1])[CH2:11][CH2:10][CH2:9]2)\[C:28]1[CH:33]=[CH:32][CH:31]=[CH:30][CH:29]=1. The catalyst class is: 81.